This data is from NCI-60 drug combinations with 297,098 pairs across 59 cell lines. The task is: Regression. Given two drug SMILES strings and cell line genomic features, predict the synergy score measuring deviation from expected non-interaction effect. (1) Drug 1: C1CCC(C1)C(CC#N)N2C=C(C=N2)C3=C4C=CNC4=NC=N3. Drug 2: COCCOC1=C(C=C2C(=C1)C(=NC=N2)NC3=CC=CC(=C3)C#C)OCCOC.Cl. Cell line: NCI-H322M. Synergy scores: CSS=45.0, Synergy_ZIP=16.7, Synergy_Bliss=15.9, Synergy_Loewe=6.18, Synergy_HSA=15.6. (2) Drug 1: B(C(CC(C)C)NC(=O)C(CC1=CC=CC=C1)NC(=O)C2=NC=CN=C2)(O)O. Drug 2: CC1C(C(CC(O1)OC2CC(CC3=C2C(=C4C(=C3O)C(=O)C5=C(C4=O)C(=CC=C5)OC)O)(C(=O)CO)O)N)O.Cl. Cell line: LOX IMVI. Synergy scores: CSS=64.5, Synergy_ZIP=-1.69, Synergy_Bliss=-5.26, Synergy_Loewe=-1.70, Synergy_HSA=-0.117. (3) Drug 1: C1=C(C(=O)NC(=O)N1)N(CCCl)CCCl. Drug 2: C1CN(CCN1C(=O)CCBr)C(=O)CCBr. Cell line: NCI-H522. Synergy scores: CSS=33.2, Synergy_ZIP=-12.6, Synergy_Bliss=-1.48, Synergy_Loewe=4.07, Synergy_HSA=5.19. (4) Drug 1: CCC(=C(C1=CC=CC=C1)C2=CC=C(C=C2)OCCN(C)C)C3=CC=CC=C3.C(C(=O)O)C(CC(=O)O)(C(=O)O)O. Drug 2: C(CC(=O)O)C(=O)CN.Cl. Cell line: RPMI-8226. Synergy scores: CSS=9.18, Synergy_ZIP=-7.38, Synergy_Bliss=-10.3, Synergy_Loewe=-7.60, Synergy_HSA=-7.43.